This data is from CYP2C9 inhibition data for predicting drug metabolism from PubChem BioAssay. The task is: Regression/Classification. Given a drug SMILES string, predict its absorption, distribution, metabolism, or excretion properties. Task type varies by dataset: regression for continuous measurements (e.g., permeability, clearance, half-life) or binary classification for categorical outcomes (e.g., BBB penetration, CYP inhibition). Dataset: cyp2c9_veith. (1) The molecule is COc1cccc(Cn2c(=O)c(-c3cccs3)nc3cnc(N(C)C)nc32)c1. The result is 0 (non-inhibitor). (2) The molecule is Cc1ccc(N(Cc2ccccc2)Cc2ccccc2)cc1. The result is 0 (non-inhibitor). (3) The drug is CN1CCC[C@H](OC(=O)[C@](O)(c2ccccc2)C2CCCC2)C1. The result is 0 (non-inhibitor). (4) The drug is C[C@@H]1/C=C\CC(=O)OC[C@H]2O[C@@H](C=C[C@@H]2O)[C@H](C)/C=C\CC(=O)OC[C@H]2O[C@H]1C=C[C@@H]2O. The result is 0 (non-inhibitor). (5) The drug is CN(C)CC(O)COc1ccc(C(C)(C)c2ccc(OCC(O)CN(C)C)cc2)cc1.Cl. The result is 0 (non-inhibitor).